From a dataset of Full USPTO retrosynthesis dataset with 1.9M reactions from patents (1976-2016). Predict the reactants needed to synthesize the given product. The reactants are: [CH3:1][C:2]1[CH:7]=[CH:6][C:5]([OH:8])=[CH:4][C:3]=1[N+:9]([O-:11])=[O:10].N1C=CN=C1.[CH:17]([Si:20](Cl)([CH:24]([CH3:26])[CH3:25])[CH:21]([CH3:23])[CH3:22])([CH3:19])[CH3:18]. Given the product [CH:17]([Si:20]([CH:24]([CH3:26])[CH3:25])([CH:21]([CH3:23])[CH3:22])[O:8][C:5]1[CH:6]=[CH:7][C:2]([CH3:1])=[C:3]([N+:9]([O-:11])=[O:10])[CH:4]=1)([CH3:19])[CH3:18], predict the reactants needed to synthesize it.